This data is from Forward reaction prediction with 1.9M reactions from USPTO patents (1976-2016). The task is: Predict the product of the given reaction. (1) Given the reactants [BH4-].[Li+].Cl[Si](C)(C)C.[CH:8]1([C:11]2[N:16]=[C:15]([N:17]([CH3:19])[CH3:18])[C:14](/[CH:20]=[CH:21]/[N+:22]([O-])=O)=[CH:13][CH:12]=2)[CH2:10][CH2:9]1, predict the reaction product. The product is: [NH2:22][CH2:21][CH2:20][C:14]1[C:15]([N:17]([CH3:18])[CH3:19])=[N:16][C:11]([CH:8]2[CH2:9][CH2:10]2)=[CH:12][CH:13]=1. (2) Given the reactants C(N(C(C)C)CC)(C)C.[Br:10][C:11]1[CH:12]=[C:13]([CH:17]=[CH:18][C:19]=1[C:20]([O:22][CH3:23])=[O:21])[C:14]([OH:16])=O.F[P-](F)(F)(F)(F)F.N1(OC(N(C)C)=[N+](C)C)C2C=CC=CC=2N=N1.Cl.[NH:49]1[C:57]2[CH:56]=[CH:55][CH:54]=[C:53]([CH2:58][NH2:59])[C:52]=2[CH:51]=[CH:50]1.ON1C2C=CC=CC=2N=N1, predict the reaction product. The product is: [CH3:23][O:22][C:20](=[O:21])[C:19]1[CH:18]=[CH:17][C:13]([C:14]([NH:59][CH2:58][C:53]2[CH:54]=[CH:55][CH:56]=[C:57]3[C:52]=2[CH:51]=[CH:50][NH:49]3)=[O:16])=[CH:12][C:11]=1[Br:10]. (3) Given the reactants Cl.CN(C)CCCN=C=NCC.[NH2:13][C:14]1[CH:15]=[C:16]2[C:21](=[CH:22][CH:23]=1)[N:20]=[CH:19][N:18]=[C:17]2[NH:24][C:25]1[CH:30]=[CH:29][CH:28]=[C:27]([Br:31])[CH:26]=1.[F:32][C:33]([F:40])([F:39])[CH:34]=[CH:35][C:36](O)=[O:37].O, predict the reaction product. The product is: [Br:31][C:27]1[CH:26]=[C:25]([NH:24][C:17]2[C:16]3[C:21](=[CH:22][CH:23]=[C:14]([NH:13][C:36](=[O:37])[CH:35]=[CH:34][C:33]([F:40])([F:39])[F:32])[CH:15]=3)[N:20]=[CH:19][N:18]=2)[CH:30]=[CH:29][CH:28]=1. (4) Given the reactants C[O:2][C:3]([C:5]1[CH:10]=[CH:9][N:8]([CH2:11][C:12]2[CH:17]=[CH:16][CH:15]=[CH:14][CH:13]=2)[C:7](=[O:18])[C:6]=1[C:19]([O:21][CH2:22][CH3:23])=[O:20])=[O:4].[Li+].[I-], predict the reaction product. The product is: [CH2:22]([O:21][C:19]([C:6]1[C:7](=[O:18])[N:8]([CH2:11][C:12]2[CH:13]=[CH:14][CH:15]=[CH:16][CH:17]=2)[CH:9]=[CH:10][C:5]=1[C:3]([OH:4])=[O:2])=[O:20])[CH3:23]. (5) Given the reactants [F:1][C:2]1[CH:10]=[CH:9][C:5]([C:6](Cl)=[O:7])=[CH:4][CH:3]=1.C(N(CC)CC)C.Cl.[Cl:19][CH2:20][C:21]1([C:25]([O:27][CH2:28][CH3:29])=[O:26])[CH2:24][NH:23][CH2:22]1.C(OCC)C, predict the reaction product. The product is: [Cl:19][CH2:20][C:21]1([C:25]([O:27][CH2:28][CH3:29])=[O:26])[CH2:24][N:23]([C:6](=[O:7])[C:5]2[CH:9]=[CH:10][C:2]([F:1])=[CH:3][CH:4]=2)[CH2:22]1. (6) The product is: [CH3:1][O:2][C:3]1[C:4]2[NH:27][C:26]3[C:21](=[CH:22][C:23]([CH3:28])=[CH:24][CH:25]=3)[C:5]=2[CH:6]=[C:7]2[C:8]3[CH:9]=[C:10]([CH3:16])[CH:11]=[CH:12][C:13]=3[NH:14][C:15]=12. Given the reactants [CH3:1][O:2][C:3]1[C:15]2[NH:14][C:13]3[C:8](=[CH:9][C:10]([C:16](OCC)=O)=[CH:11][CH:12]=3)[C:7]=2[CH:6]=[C:5]2[C:21]3[CH:22]=[C:23]([C:28](OCC)=O)[CH:24]=[CH:25][C:26]=3[NH:27][C:4]=12.[H-].[H-].[H-].[H-].[Li+].[Al+3], predict the reaction product. (7) Given the reactants F[C:2]1[CH:7]=[CH:6][C:5]([N+:8]([O-:10])=[O:9])=[CH:4][CH:3]=1.[CH2:11]([N:18]1[CH2:23][CH2:22][CH:21]([NH:24][CH3:25])[CH2:20][CH2:19]1)[C:12]1[CH:17]=[CH:16][CH:15]=[CH:14][CH:13]=1.C(=O)([O-])[O-].[K+].[K+], predict the reaction product. The product is: [CH2:11]([N:18]1[CH2:23][CH2:22][CH:21]([N:24]([CH3:25])[C:2]2[CH:7]=[CH:6][C:5]([N+:8]([O-:10])=[O:9])=[CH:4][CH:3]=2)[CH2:20][CH2:19]1)[C:12]1[CH:13]=[CH:14][CH:15]=[CH:16][CH:17]=1. (8) Given the reactants COCCOC.[BH4-].[Na+].[C:9]([CH:13]([O:15][C:16]([C:19]([C:22]([C:25]([C:28]([C:31](OC)=[O:32])([F:30])[F:29])([F:27])[F:26])([F:24])[F:23])([F:21])[F:20])([F:18])[F:17])[F:14])([F:12])([F:11])[F:10].S(=O)(=O)(O)O, predict the reaction product. The product is: [C:9]([CH:13]([O:15][C:16]([C:19]([C:22]([C:25]([C:28]([CH2:31][OH:32])([F:29])[F:30])([F:27])[F:26])([F:24])[F:23])([F:21])[F:20])([F:18])[F:17])[F:14])([F:12])([F:11])[F:10]. (9) The product is: [N:11]1([C:2]2[CH:7]=[CH:6][C:5]([CH2:8][CH2:9][OH:10])=[CH:4][CH:3]=2)[C:19]2=[N:18][CH:17]=[CH:16][CH:15]=[C:14]2[CH:13]=[CH:12]1. Given the reactants I[C:2]1[CH:7]=[CH:6][C:5]([CH2:8][CH2:9][OH:10])=[CH:4][CH:3]=1.[NH:11]1[C:19]2[C:14](=[CH:15][CH:16]=[CH:17][N:18]=2)[CH:13]=[CH:12]1.P([O-])([O-])([O-])=O.[K+].[K+].[K+].CNCCNC, predict the reaction product.